Dataset: Cav3 T-type calcium channel HTS with 100,875 compounds. Task: Binary Classification. Given a drug SMILES string, predict its activity (active/inactive) in a high-throughput screening assay against a specified biological target. (1) The result is 0 (inactive). The compound is O=c1n(Cc2c(cccc2)C)c2c([nH]1)cccc2. (2) The compound is O=Cc1n(c2ccccc2)ccc1. The result is 0 (inactive). (3) The compound is Oc1c2c(n(CCC)c(=O)c1C(=O)NCCCN(CC)CC)CCCC2. The result is 0 (inactive). (4) The compound is S(CCCC)c1[nH]c(N)c(NC(=O)c2occc2)c(=O)n1. The result is 0 (inactive). (5) The drug is ClC1=C(Nc2ccc(cc2)C)C(OC1=O)OC(=O)c1occc1. The result is 0 (inactive). (6) The molecule is O(c1c(N)c(cc(OC)c1OC)C(OC)=O)C. The result is 0 (inactive). (7) The molecule is s1c=2n(C(N)=C(C(C2C#N)c2ccc(C(C)C)cc2)C#N)c2c1cccc2. The result is 0 (inactive). (8) The compound is O(Cc1onc(n1)c1ccccc1)c1ccccc1. The result is 0 (inactive).